The task is: Predict the product of the given reaction.. This data is from Forward reaction prediction with 1.9M reactions from USPTO patents (1976-2016). (1) Given the reactants C[C:2]1[CH:26]=[CH:25][C:5]([C:6]([NH:8]C2C=C(C(F)(F)F)C=C(N3C=C(C)N=C3)C=2)=[O:7])=[CH:4][C:3]=1[NH:27][C:28]1[N:33]=[C:32]([C:34]2[CH:35]=[N:36][CH:37]=[CH:38][CH:39]=2)[CH:31]=[CH:30][N:29]=1.[CH3:40][S:41]([OH:44])(=[O:43])=[O:42], predict the reaction product. The product is: [S:41]([OH:44])(=[O:43])(=[O:42])[CH3:40].[N:36]1[CH:37]=[CH:38][CH:39]=[C:34]([C:32]2[CH:31]=[CH:30][N:29]=[C:28]([NH:27][C:3]3[CH:4]=[C:5]([CH:25]=[CH:26][CH:2]=3)[C:6]([NH2:8])=[O:7])[N:33]=2)[CH:35]=1. (2) Given the reactants [CH2:1]([N:3]1[C:11]2[CH:10]=[N:9][CH:8]=[N:7][C:6]=2[CH:5]=[N:4]1)[CH3:2].C1C(=O)N([Br:19])C(=O)C1.O, predict the reaction product. The product is: [Br:19][C:5]1[C:6]2[N:7]=[CH:8][N:9]=[CH:10][C:11]=2[N:3]([CH2:1][CH3:2])[N:4]=1. (3) Given the reactants C[CH:2]1[CH2:14][CH2:13][C:12]2[C:11]3[C:6](=[CH:7][CH:8]=[C:9]([C:15]([OH:17])=[O:16])[CH:10]=3)[NH:5][C:4]=2[C:3]1=[O:18].[C:19]([O-])(O)=O.[Na+], predict the reaction product. The product is: [O:18]=[C:3]1[C:4]2[NH:5][C:6]3[C:11](=[CH:10][C:9]([C:15]([O:17][CH3:19])=[O:16])=[CH:8][CH:7]=3)[C:12]=2[CH2:13][CH2:14][CH2:2]1. (4) The product is: [CH2:1]([C:3]1[CH:20]=[C:6]2[C:7]([C:13]3([CH2:18][CH3:19])[O:14][CH2:15][CH2:16][O:17]3)=[CH:8][CH:9]=[C:10]([CH:11]([OH:12])[CH3:21])[N:5]2[N:4]=1)[CH3:2]. Given the reactants [CH2:1]([C:3]1[CH:20]=[C:6]2[C:7]([C:13]3([CH2:18][CH3:19])[O:17][CH2:16][CH2:15][O:14]3)=[CH:8][CH:9]=[C:10]([CH:11]=[O:12])[N:5]2[N:4]=1)[CH3:2].[CH3:21][Mg]Br.C1COCC1.[Cl-].[NH4+], predict the reaction product. (5) Given the reactants Cl[C:2]1[C:3]2[CH2:17][CH2:16][CH2:15][C:4]=2[N:5]=[C:6]([C:8]2[CH:13]=[CH:12][CH:11]=[C:10]([Cl:14])[CH:9]=2)[N:7]=1.CN1C(=O)CCC1.[CH3:25][C:26]1[CH:34]=[CH:33][C:29]([CH2:30][Mg]Cl)=[CH:28][CH:27]=1.[Cl-], predict the reaction product. The product is: [Cl:14][C:10]1[CH:9]=[C:8]([C:6]2[N:7]=[C:2]([CH2:25][C:26]3[CH:34]=[CH:33][C:29]([CH3:30])=[CH:28][CH:27]=3)[C:3]3[CH2:17][CH2:16][CH2:15][C:4]=3[N:5]=2)[CH:13]=[CH:12][CH:11]=1. (6) Given the reactants [Cl:1][C:2]1[CH:3]=[CH:4][C:5]([O:17][CH2:18][C:19]2[CH:24]=[CH:23][CH:22]=[CH:21][CH:20]=2)=[C:6]([CH2:8][C:9]2[O:10][CH:11]=[C:12](C([O-])=O)[N:13]=2)[CH:7]=1.[Na+].Cl.ClC1C=CC(OCC2C=CC=CC=2)=C(C[C:35]2[O:36]C=C(C(O)=O)[N:39]=2)C=1.C(N(CC)CC)C.C1(P(N=[N+]=[N-])(C2C=CC=CC=2)=O)C=CC=CC=1.[C:75]([OH:79])([CH3:78])([CH3:77])[CH3:76], predict the reaction product. The product is: [Cl:1][C:2]1[CH:3]=[CH:4][C:5]([O:17][CH2:18][C:19]2[CH:20]=[CH:21][CH:22]=[CH:23][CH:24]=2)=[C:6]([CH2:8][C:9]2[O:10][CH:11]=[C:12]([NH:39][C:35](=[O:36])[O:79][C:75]([CH3:78])([CH3:77])[CH3:76])[N:13]=2)[CH:7]=1. (7) Given the reactants [CH3:1][C:2]([C:6]1[CH:11]=[CH:10][C:9]([N+:12]([O-])=O)=[CH:8][C:7]=1[C:15]([F:18])([F:17])[F:16])([CH3:5])[C:3]#[N:4], predict the reaction product. The product is: [NH2:12][C:9]1[CH:10]=[CH:11][C:6]([C:2]([CH3:1])([CH3:5])[C:3]#[N:4])=[C:7]([C:15]([F:16])([F:17])[F:18])[CH:8]=1. (8) Given the reactants [Cl:1][C:2]1[CH:7]=[CH:6][CH:5]=[CH:4][C:3]=1[C:8]1[C:16]2[O:15][CH:14]([CH2:17][NH2:18])[CH2:13][C:12]=2[CH:11]=[CH:10][CH:9]=1.C(N(C(C)C)CC)(C)C.Cl[C:29]([O:31][CH2:32][C:33]1[CH:38]=[CH:37][CH:36]=[CH:35][CH:34]=1)=[O:30], predict the reaction product. The product is: [CH2:32]([O:31][C:29](=[O:30])[NH:18][CH2:17][CH:14]1[CH2:13][C:12]2[CH:11]=[CH:10][CH:9]=[C:8]([C:3]3[CH:4]=[CH:5][CH:6]=[CH:7][C:2]=3[Cl:1])[C:16]=2[O:15]1)[C:33]1[CH:38]=[CH:37][CH:36]=[CH:35][CH:34]=1.